This data is from Peptide-MHC class II binding affinity with 134,281 pairs from IEDB. The task is: Regression. Given a peptide amino acid sequence and an MHC pseudo amino acid sequence, predict their binding affinity value. This is MHC class II binding data. (1) The peptide sequence is KKPTGKVTLEADVILPI. The binding affinity (normalized) is 0.169. The MHC is HLA-DQA10601-DQB10402 with pseudo-sequence HLA-DQA10601-DQB10402. (2) The peptide sequence is GELQIVDKADAAFKI. The MHC is DRB3_0202 with pseudo-sequence DRB3_0202. The binding affinity (normalized) is 0.382. (3) The binding affinity (normalized) is 0.488. The peptide sequence is IVQINGRHFDLRAQG. The MHC is DRB1_0405 with pseudo-sequence DRB1_0405.